From a dataset of Reaction yield outcomes from USPTO patents with 853,638 reactions. Predict the reaction yield, written as a fraction of the theoretical maximum amount of product (1.0 means a 100% yield; for example, 0.34 means a 34% yield). (1) The reactants are [F:1][C:2]1[CH:7]=[C:6]([F:8])[CH:5]=[CH:4][C:3]=1[CH2:9][OH:10].Cl[C:12]1[CH:17]=[C:16](I)[CH:15]=[CH:14][N:13]=1.C([O-])([O-])=[O:20].[Cs+].[Cs+].N1C2C(=CC=C3C=2N=CC=C3)C=CC=1. The catalyst is C1(C)C=CC=CC=1.[Cu]I.C(O)=O.O. The product is [F:1][C:2]1[CH:7]=[C:6]([F:8])[CH:5]=[CH:4][C:3]=1[CH2:9][O:10][C:16]1[CH:15]=[CH:14][NH:13][C:12](=[O:20])[CH:17]=1. The yield is 0.440. (2) The reactants are [CH3:1][O:2][C:3]1[CH:8]=[CH:7][C:6](B(O)O)=[CH:5][CH:4]=1.[Cl:12][C:13]1[N:18]=[C:17](Cl)[CH:16]=[CH:15][N:14]=1.C([O-])([O-])=O.[Na+].[Na+]. The catalyst is C(#N)C.C1C=CC([P]([Pd]([P](C2C=CC=CC=2)(C2C=CC=CC=2)C2C=CC=CC=2)([P](C2C=CC=CC=2)(C2C=CC=CC=2)C2C=CC=CC=2)[P](C2C=CC=CC=2)(C2C=CC=CC=2)C2C=CC=CC=2)(C2C=CC=CC=2)C2C=CC=CC=2)=CC=1. The product is [Cl:12][C:13]1[N:18]=[C:17]([C:6]2[CH:7]=[CH:8][C:3]([O:2][CH3:1])=[CH:4][CH:5]=2)[CH:16]=[CH:15][N:14]=1. The yield is 0.970. (3) The reactants are [C:1]1([C:15]2[CH:20]=[CH:19][CH:18]=[CH:17][CH:16]=2)[CH:6]=[CH:5][C:4]([C:7]2[N:8]=[C:9]([CH2:12][CH2:13][NH2:14])[NH:10][CH:11]=2)=[CH:3][CH:2]=1.[S:21](Cl)([OH:24])(=O)=[O:22].[CH3:26][CH2:27][CH2:28][CH3:29].C(=O)([O-])[O-].[K+].[K+]. The catalyst is CN(C=O)C. The product is [C:1]1([C:15]2[CH:16]=[CH:17][CH:18]=[CH:19][CH:20]=2)[CH:6]=[CH:5][C:4]([C:7]2[N:8]=[C:9]([CH2:12][CH2:13][NH:14][S:21]([CH2:26][CH2:27][CH2:28][CH3:29])(=[O:24])=[O:22])[NH:10][CH:11]=2)=[CH:3][CH:2]=1. The yield is 0.190. (4) The reactants are [Cl:1][C:2]1[C:3](F)=[C:4]([CH:17]=[C:18]([F:21])[C:19]=1[F:20])[C:5]([C:7](=[CH:13]OCC)[C:8]([O:10]CC)=[O:9])=[O:6].[CH3:23][N:24]([CH3:34])[CH2:25][CH2:26][C:27]1[CH:33]=[CH:32][C:30]([NH2:31])=[CH:29][CH:28]=1.Cl.O. The catalyst is CCO. The product is [Cl:1][C:2]1[C:19]([F:20])=[C:18]([F:21])[CH:17]=[C:4]2[C:3]=1[N:31]([C:30]1[CH:29]=[CH:28][C:27]([CH2:26][CH2:25][N:24]([CH3:23])[CH3:34])=[CH:33][CH:32]=1)[CH:13]=[C:7]([C:8]([OH:10])=[O:9])[C:5]2=[O:6]. The yield is 0.0800. (5) The reactants are C([O:8][C:9]1[C:13]([O:14]CC2C=CC=CC=2)=[C:12]([C:22](=[O:26])[N:23]([CH3:25])[CH3:24])[N:11]([C:27]2[CH:32]=[CH:31][C:30]([O:33][CH3:34])=[CH:29][CH:28]=2)[C:10]=1[C:35]([O:37][CH2:38][CH3:39])=[O:36])C1C=CC=CC=1. The catalyst is CCO.[Pd]. The product is [CH3:25][N:23]([CH3:24])[C:22]([C:12]1[N:11]([C:27]2[CH:28]=[CH:29][C:30]([O:33][CH3:34])=[CH:31][CH:32]=2)[C:10]([C:35]([O:37][CH2:38][CH3:39])=[O:36])=[C:9]([OH:8])[C:13]=1[OH:14])=[O:26]. The yield is 0.890.